This data is from NCI-60 drug combinations with 297,098 pairs across 59 cell lines. The task is: Regression. Given two drug SMILES strings and cell line genomic features, predict the synergy score measuring deviation from expected non-interaction effect. (1) Drug 1: CNC(=O)C1=NC=CC(=C1)OC2=CC=C(C=C2)NC(=O)NC3=CC(=C(C=C3)Cl)C(F)(F)F. Drug 2: CS(=O)(=O)OCCCCOS(=O)(=O)C. Cell line: NCI-H322M. Synergy scores: CSS=-5.02, Synergy_ZIP=2.19, Synergy_Bliss=-0.912, Synergy_Loewe=-1.75, Synergy_HSA=-4.31. (2) Drug 1: CC1OCC2C(O1)C(C(C(O2)OC3C4COC(=O)C4C(C5=CC6=C(C=C35)OCO6)C7=CC(=C(C(=C7)OC)O)OC)O)O. Drug 2: CN1C(=O)N2C=NC(=C2N=N1)C(=O)N. Cell line: T-47D. Synergy scores: CSS=32.1, Synergy_ZIP=-0.826, Synergy_Bliss=2.67, Synergy_Loewe=-37.2, Synergy_HSA=-0.855. (3) Drug 1: C1=CC(=CC=C1CC(C(=O)O)N)N(CCCl)CCCl.Cl. Drug 2: C1CCC(C(C1)N)N.C(=O)(C(=O)[O-])[O-].[Pt+4]. Cell line: HOP-62. Synergy scores: CSS=13.2, Synergy_ZIP=-5.09, Synergy_Bliss=-5.84, Synergy_Loewe=-17.3, Synergy_HSA=-8.62.